Dataset: Retrosynthesis with 50K atom-mapped reactions and 10 reaction types from USPTO. Task: Predict the reactants needed to synthesize the given product. (1) Given the product COc1ccc(CNc2cc3c(Nc4ccc(F)c(Br)c4)ncnc3cn2)cc1, predict the reactants needed to synthesize it. The reactants are: COc1ccc(CN)cc1.Fc1cc2c(Nc3ccc(F)c(Br)c3)ncnc2cn1. (2) Given the product CN(C)C(=O)CCc1ccc2c(c1)nc(N)c1nc(CO)n(CC(C)(C)O)c12, predict the reactants needed to synthesize it. The reactants are: COCc1nc2c(N)nc3cc(CCC(=O)N(C)C)ccc3c2n1CC(C)(C)O. (3) Given the product CSc1ccc(-c2cnn(CC(F)(F)F)c(=O)c2OCC2CC2)cc1, predict the reactants needed to synthesize it. The reactants are: CSc1ccc(-c2cnn(CC(F)(F)F)c(=O)c2O)cc1.OCC1CC1. (4) Given the product CC(C)(C)OC(=O)N1CCC(Nc2ccc(S(N)(=O)=O)cc2[N+](=O)[O-])CC1, predict the reactants needed to synthesize it. The reactants are: CC(C)(C)OC(=O)N1CCC(N)CC1.NS(=O)(=O)c1ccc(Cl)c([N+](=O)[O-])c1. (5) Given the product CCc1ccc(CCc2ccccc2OCCC2CCCCN2)cc1, predict the reactants needed to synthesize it. The reactants are: CCc1ccc(CCc2ccccc2OCCC2CCCCN2C(=O)OC(C)(C)C)cc1. (6) The reactants are: COC(=O)CCc1ccc(NCc2ccc(Cn3nc(-c4ccccc4)cc3-c3ccccc3)cc2)cc1. Given the product O=C(O)CCc1ccc(NCc2ccc(Cn3nc(-c4ccccc4)cc3-c3ccccc3)cc2)cc1, predict the reactants needed to synthesize it.